This data is from NCI-60 drug combinations with 297,098 pairs across 59 cell lines. The task is: Regression. Given two drug SMILES strings and cell line genomic features, predict the synergy score measuring deviation from expected non-interaction effect. (1) Cell line: HCT116. Drug 2: CC12CCC3C(C1CCC2OP(=O)(O)O)CCC4=C3C=CC(=C4)OC(=O)N(CCCl)CCCl.[Na+]. Drug 1: CN(CCCl)CCCl.Cl. Synergy scores: CSS=38.8, Synergy_ZIP=-14.5, Synergy_Bliss=-13.1, Synergy_Loewe=-29.6, Synergy_HSA=-8.47. (2) Drug 1: CN1CCC(CC1)COC2=C(C=C3C(=C2)N=CN=C3NC4=C(C=C(C=C4)Br)F)OC. Drug 2: CC1C(C(CC(O1)OC2CC(CC3=C2C(=C4C(=C3O)C(=O)C5=C(C4=O)C(=CC=C5)OC)O)(C(=O)C)O)N)O.Cl. Cell line: UACC-257. Synergy scores: CSS=13.4, Synergy_ZIP=-1.70, Synergy_Bliss=3.10, Synergy_Loewe=0.126, Synergy_HSA=1.48.